Dataset: Full USPTO retrosynthesis dataset with 1.9M reactions from patents (1976-2016). Task: Predict the reactants needed to synthesize the given product. (1) Given the product [F:12][C:6]1[CH:5]=[CH:4][C:3]([C:1]#[N:2])=[CH:11][C:7]=1[C:8]([Cl:15])=[O:9], predict the reactants needed to synthesize it. The reactants are: [C:1]([C:3]1[CH:4]=[CH:5][C:6]([F:12])=[C:7]([CH:11]=1)[C:8](O)=[O:9])#[N:2].S(Cl)([Cl:15])=O. (2) Given the product [NH2:1][C:2]1([CH2:23][OH:24])[CH2:6][CH2:5][CH:4]([C:7]2[CH:16]=[CH:15][C:14]3[CH2:13][C@H:12]([CH2:17][CH2:18][CH2:19][CH2:20][CH2:21][CH3:22])[CH2:11][CH2:10][C:9]=3[CH:8]=2)[CH2:3]1, predict the reactants needed to synthesize it. The reactants are: [NH2:1][C:2]1([C:23](OC)=[O:24])[CH2:6][CH2:5][CH:4]([C:7]2[CH:16]=[CH:15][C:14]3[CH2:13][C@H:12]([CH2:17][CH2:18][CH2:19][CH2:20][CH2:21][CH3:22])[CH2:11][CH2:10][C:9]=3[CH:8]=2)[CH2:3]1.[BH4-].[Na+].Cl.[OH-].[Na+]. (3) Given the product [CH2:1]([O:17][C:11]1[CH:12]=[CH:13][CH:14]=[C:15]([F:16])[C:10]=1[F:9])[C:2]1[CH:7]=[CH:6][CH:5]=[CH:4][CH:3]=1, predict the reactants needed to synthesize it. The reactants are: [CH2:1](Br)[C:2]1[CH:7]=[CH:6][CH:5]=[CH:4][CH:3]=1.[F:9][C:10]1[C:15]([F:16])=[CH:14][CH:13]=[CH:12][C:11]=1[OH:17].C(=O)([O-])[O-].[K+].[K+]. (4) Given the product [Br:1][C:2]1[C:3]([O:9][CH3:10])=[N:4][C:5]([I:11])=[N:6][CH:7]=1, predict the reactants needed to synthesize it. The reactants are: [Br:1][C:2]1[C:3]([O:9][CH3:10])=[N:4][C:5](Cl)=[N:6][CH:7]=1.[I-:11].[Na+].